From a dataset of Peptide-MHC class I binding affinity with 185,985 pairs from IEDB/IMGT. Regression. Given a peptide amino acid sequence and an MHC pseudo amino acid sequence, predict their binding affinity value. This is MHC class I binding data. The peptide sequence is KPARGGSSI. The MHC is HLA-B27:05 with pseudo-sequence HLA-B27:05. The binding affinity (normalized) is 0.0847.